Dataset: Full USPTO retrosynthesis dataset with 1.9M reactions from patents (1976-2016). Task: Predict the reactants needed to synthesize the given product. (1) Given the product [CH2:2]([N:9]1[CH2:14][CH2:13][N:12]([C:15]2[S:16][C:17]([CH2:26][C:27]([OH:29])=[O:28])=[C:18]([C:20]3[CH:25]=[CH:24][CH:23]=[CH:22][CH:21]=3)[N:19]=2)[CH2:11][CH2:10]1)[C:3]1[CH:8]=[CH:7][CH:6]=[CH:5][CH:4]=1, predict the reactants needed to synthesize it. The reactants are: Br.[CH2:2]([N:9]1[CH2:14][CH2:13][N:12]([C:15]2[S:16][C:17]([CH2:26][C:27]([O:29]C)=[O:28])=[C:18]([C:20]3[CH:25]=[CH:24][CH:23]=[CH:22][CH:21]=3)[N:19]=2)[CH2:11][CH2:10]1)[C:3]1[CH:8]=[CH:7][CH:6]=[CH:5][CH:4]=1.[OH-].[Li+]. (2) The reactants are: [F:1][C:2]1C=[CH:8][C:7]([CH2:10][C:11]2[C:20]3[C:15](=[CH:16][CH:17]=[CH:18][C:19]=3[O:21][CH3:22])[C:14](=[O:23])[NH:13][N:12]=2)=[CH:6][C:3]=1C#N.[OH-:24].[K+].[CH2:26]([OH:28])[CH3:27]. Given the product [F:1][C:2]1[CH:3]=[CH:6][C:7]([CH2:10][C:11]2[C:20]3[C:15](=[CH:16][CH:17]=[CH:18][C:19]=3[O:21][CH3:22])[C:14](=[O:23])[NH:13][N:12]=2)=[CH:8][C:27]=1[C:26]([OH:24])=[O:28], predict the reactants needed to synthesize it. (3) Given the product [Br:24][C:6]1[CH:5]=[N:4][N:3]([CH2:1][CH3:2])[C:7]=1[C:8]1[CH:9]=[C:10]([C:13]([O:15][CH3:16])=[O:14])[S:11][CH:12]=1, predict the reactants needed to synthesize it. The reactants are: [CH2:1]([N:3]1[C:7]([C:8]2[CH:9]=[C:10]([C:13]([O:15][CH3:16])=[O:14])[S:11][CH:12]=2)=[CH:6][CH:5]=[N:4]1)[CH3:2].C1C(=O)N([Br:24])C(=O)C1. (4) Given the product [F:37][C:2]([F:36])([F:1])[C:3]1[CH:4]=[C:5]([CH:33]=[CH:34][CH:35]=1)[C:6]([NH:8][C:9]1[CH:10]=[C:11]([C:15]2[N:20]3[N:21]=[CH:22][C:23]([C:24]4[CH:25]=[C:26]([CH:30]=[CH:31][CH:32]=4)[C:27]([NH2:40])=[O:29])=[C:19]3[N:18]=[CH:17][CH:16]=2)[CH:12]=[CH:13][CH:14]=1)=[O:7], predict the reactants needed to synthesize it. The reactants are: [F:1][C:2]([F:37])([F:36])[C:3]1[CH:4]=[C:5]([CH:33]=[CH:34][CH:35]=1)[C:6]([NH:8][C:9]1[CH:10]=[C:11]([C:15]2[N:20]3[N:21]=[CH:22][C:23]([C:24]4[CH:25]=[C:26]([CH:30]=[CH:31][CH:32]=4)[C:27]([OH:29])=O)=[C:19]3[N:18]=[CH:17][CH:16]=2)[CH:12]=[CH:13][CH:14]=1)=[O:7].CC[N:40](C(C)C)C(C)C.N. (5) Given the product [CH2:7]([C:6]1[CH:1]=[CH:2][CH:3]=[CH:4][CH:5]=1)[CH2:8][CH2:9][CH2:10][CH3:11].[CH3:11][CH2:10][CH2:9][CH2:8][CH2:7][CH2:6][CH2:5][CH2:4][CH2:3][CH2:2][CH3:1], predict the reactants needed to synthesize it. The reactants are: [CH3:1][CH2:2][CH2:3][CH2:4][CH2:5][CH2:6][CH2:7][CH2:8][CH2:9][CH2:10][CH3:11]. (6) Given the product [F:31][C:28]([F:29])([F:30])[C:25]1[CH:24]=[CH:23][C:22]([CH:21]2[CH2:20][CH2:19][NH:18][CH2:17][CH:16]2[NH:15][C:2]2[C:3]3[CH:11]=[CH:10][CH:9]=[C:8]([C:12]([NH2:14])=[O:13])[C:4]=3[N:5]=[N:6][N:7]=2)=[CH:27][CH:26]=1, predict the reactants needed to synthesize it. The reactants are: O[C:2]1[C:3]2[CH:11]=[CH:10][CH:9]=[C:8]([C:12]([NH2:14])=[O:13])[C:4]=2[N:5]=[N:6][N:7]=1.[NH2:15][CH:16]1[CH:21]([C:22]2[CH:27]=[CH:26][C:25]([C:28]([F:31])([F:30])[F:29])=[CH:24][CH:23]=2)[CH2:20][CH2:19][N:18](C(OC(C)(C)C)=O)[CH2:17]1. (7) Given the product [OH:34][CH2:33][CH2:32][N:17]1[CH:16]=[CH:15][C:14]2[N:13]=[C:12]([C:9]3[CH:8]=[CH:7][C:6]([CH2:5][OH:4])=[CH:11][CH:10]=3)[C:21]([C:22]3[CH:23]=[CH:24][CH:25]=[CH:26][CH:27]=3)=[CH:20][C:19]=2[C:18]1=[O:28], predict the reactants needed to synthesize it. The reactants are: C([O:4][CH2:5][C:6]1[CH:11]=[CH:10][C:9]([C:12]2[C:21]([C:22]3[CH:27]=[CH:26][CH:25]=[CH:24][CH:23]=3)=[CH:20][C:19]3[C:18](=[O:28])[NH:17][CH:16]=[CH:15][C:14]=3[N:13]=2)=[CH:8][CH:7]=1)(=O)C.[H-].[Na+].Br[CH2:32][CH2:33][OH:34].